From a dataset of Peptide-MHC class I binding affinity with 185,985 pairs from IEDB/IMGT. Regression. Given a peptide amino acid sequence and an MHC pseudo amino acid sequence, predict their binding affinity value. This is MHC class I binding data. (1) The peptide sequence is SLAALIVGLVFAL. The MHC is HLA-A68:02 with pseudo-sequence HLA-A68:02. The binding affinity (normalized) is 0.238. (2) The peptide sequence is IPRLLRTFL. The MHC is HLA-B08:01 with pseudo-sequence HLA-B08:01. The binding affinity (normalized) is 0.417. (3) The peptide sequence is RNYVPCHIR. The MHC is HLA-A03:01 with pseudo-sequence HLA-A03:01. The binding affinity (normalized) is 0.292. (4) The peptide sequence is FPQGKAREF. The MHC is HLA-B53:01 with pseudo-sequence HLA-B53:01. The binding affinity (normalized) is 0.670. (5) The peptide sequence is SSDDFALIV. The MHC is HLA-A26:01 with pseudo-sequence HLA-A26:01. The binding affinity (normalized) is 0.0847.